Predict the reaction yield, written as a fraction of the theoretical maximum amount of product (1.0 means a 100% yield; for example, 0.34 means a 34% yield). From a dataset of Reaction yield outcomes from USPTO patents with 853,638 reactions. (1) The reactants are [Mg].Br[C:3]1[CH:8]=[CH:7][CH:6]=[CH:5][C:4]=1[Cl:9].[C:10]([C:18]1[CH:23]=[CH:22][CH:21]=[CH:20][CH:19]=1)(=[O:17])[C:11]1[CH:16]=[CH:15][CH:14]=[CH:13][CH:12]=1. No catalyst specified. The product is [Cl:9][C:4]1[CH:5]=[CH:6][CH:7]=[CH:8][C:3]=1[C:10]([C:11]1[CH:16]=[CH:15][CH:14]=[CH:13][CH:12]=1)([C:18]1[CH:23]=[CH:22][CH:21]=[CH:20][CH:19]=1)[OH:17]. The yield is 0.640. (2) The reactants are [O:1]=[C:2]1[CH:11]([N:12]2[CH2:17][CH2:16][N:15](C(OC(C)(C)C)=O)[CH2:14][CH2:13]2)[CH2:10][C:9]2[C:4](=[CH:5][CH:6]=[CH:7][CH:8]=2)[NH:3]1.N1CCC(C2CC3C(=CC=CC=3)NC2=O)CC1. No catalyst specified. The product is [N:12]1([CH:11]2[CH2:10][C:9]3[C:4](=[CH:5][CH:6]=[CH:7][CH:8]=3)[NH:3][C:2]2=[O:1])[CH2:13][CH2:14][NH:15][CH2:16][CH2:17]1. The yield is 1.00.